Dataset: Forward reaction prediction with 1.9M reactions from USPTO patents (1976-2016). Task: Predict the product of the given reaction. (1) Given the reactants [C:1]([C:3]1[C:4]([C:29](O)=[O:30])=[CH:5][C:6]([N:9]2[CH2:14][CH2:13][CH:12]([N:15]3[CH2:21][CH2:20][C:19]4[CH:22]=[C:23]([O:26][CH3:27])[CH:24]=[CH:25][C:18]=4[NH:17][C:16]3=[O:28])[CH2:11][CH2:10]2)=[N:7][CH:8]=1)#[N:2].Cl.Cl.[CH3:34][C:35]1([CH3:44])[CH2:40][NH:39][CH2:38][C:37]2[CH:41]=[N:42][NH:43][C:36]1=2.CN(C(ON1N=NC2C=CC=CC1=2)=[N+](C)C)C.[B-](F)(F)(F)F, predict the reaction product. The product is: [CH3:34][C:35]1([CH3:44])[CH2:40][N:39]([C:29]([C:4]2[C:3]([C:1]#[N:2])=[CH:8][N:7]=[C:6]([N:9]3[CH2:14][CH2:13][CH:12]([N:15]4[CH2:21][CH2:20][C:19]5[CH:22]=[C:23]([O:26][CH3:27])[CH:24]=[CH:25][C:18]=5[NH:17][C:16]4=[O:28])[CH2:11][CH2:10]3)[CH:5]=2)=[O:30])[CH2:38][C:37]2[CH:41]=[N:42][NH:43][C:36]1=2. (2) Given the reactants CS(O[C:6]1[CH:11]=[CH:10][C:9]([Br:12])=[CH:8][C:7]=1[CH:13]([CH3:15])[CH3:14])(=O)=O.C1(P(C2C=CC=CC=2)CCCP(C2C=CC=CC=2)C2C=CC=CC=2)C=CC=CC=1.C(N(CC)CC)C.CS(C)=O.[C:56]([O:59][CH2:60]C)(=[O:58])C, predict the reaction product. The product is: [Br:12][C:9]1[CH:10]=[CH:11][C:6]([C:56]([O:59][CH3:60])=[O:58])=[C:7]([CH:13]([CH3:15])[CH3:14])[CH:8]=1. (3) Given the reactants [O:1]1[CH2:5][CH2:4][O:3][CH:2]1[C:6]1[CH:7]=[C:8]([CH:15]=[CH:16][C:17]2[N:18]=[C:19]([NH:22][C:23](=[O:25])[CH3:24])[S:20][CH:21]=2)[S:9][C:10]=1[Si](C)(C)C.O1CCCC1.[F-].C([N+](CCCC)(CCCC)CCCC)CCC, predict the reaction product. The product is: [O:3]1[CH2:4][CH2:5][O:1][CH:2]1[C:6]1[CH:7]=[C:8]([CH:15]=[CH:16][C:17]2[N:18]=[C:19]([NH:22][C:23](=[O:25])[CH3:24])[S:20][CH:21]=2)[S:9][CH:10]=1. (4) Given the reactants [C:1](=O)([O-])[O-].[Na+].[Na+].[CH3:7][O:8][C:9]1[N:10]=[C:11]2[C:20](=[CH:21][CH:22]=1)[N:19]=[CH:18][C:17]1[NH:16][C:15](=[O:23])[CH:14]([C@H:24]3[CH2:29][CH2:28][C@H:27]([N:30]4[C:38](=[O:39])[C:37]5[C:32](=[CH:33][CH:34]=[CH:35][CH:36]=5)[C:31]4=[O:40])[CH2:26][CH2:25]3)[O:13][C:12]2=1.IC.ClCCl, predict the reaction product. The product is: [CH3:7][O:8][C:9]1[N:10]=[C:11]2[C:20](=[CH:21][CH:22]=1)[N:19]=[CH:18][C:17]1[N:16]([CH3:1])[C:15](=[O:23])[CH:14]([C@H:24]3[CH2:29][CH2:28][C@H:27]([N:30]4[C:38](=[O:39])[C:37]5[C:32](=[CH:33][CH:34]=[CH:35][CH:36]=5)[C:31]4=[O:40])[CH2:26][CH2:25]3)[O:13][C:12]2=1.